From a dataset of Reaction yield outcomes from USPTO patents with 853,638 reactions. Predict the reaction yield, written as a fraction of the theoretical maximum amount of product (1.0 means a 100% yield; for example, 0.34 means a 34% yield). (1) The reactants are [BH4-].[Na+].[CH2:3](Br)[CH:4]=[CH2:5].[C:7]([NH2:26])(=[O:25])[C:8]1[CH:13]=[CH:12][CH:11]=[CH:10][C:9]=1[S:14][S:14][C:9]1[CH:10]=[CH:11][CH:12]=[CH:13][C:8]=1[C:7]([NH2:26])=[O:25]. The catalyst is CO.Cl. The product is [CH2:3]([S:14][C:9]1[CH:10]=[CH:11][CH:12]=[CH:13][C:8]=1[C:7]([NH2:26])=[O:25])[CH:4]=[CH2:5]. The yield is 0.940. (2) The reactants are CS(O[N:6]=[C:7](Cl)[CH:8]([CH3:10])[CH3:9])(=O)=O.[S-:12][C:13]#[N:14].[Na+].N1C=CC=CC=1.[F:22][C:23]1[CH:28]=[C:27]([S:29]([CH3:32])(=[O:31])=[O:30])[CH:26]=[CH:25][C:24]=1[NH:33][C@H:34]1[CH2:39][CH2:38][CH2:37][N:36]([CH:40]2[CH2:45][CH2:44][NH:43][CH2:42][CH2:41]2)[C:35]1=[O:46]. The catalyst is CCOC(C)=O. The product is [F:22][C:23]1[CH:28]=[C:27]([S:29]([CH3:32])(=[O:31])=[O:30])[CH:26]=[CH:25][C:24]=1[NH:33][C@H:34]1[CH2:39][CH2:38][CH2:37][N:36]([CH:40]2[CH2:41][CH2:42][N:43]([C:13]3[S:12][N:6]=[C:7]([CH:8]([CH3:9])[CH3:10])[N:14]=3)[CH2:44][CH2:45]2)[C:35]1=[O:46]. The yield is 0.358. (3) The reactants are [Cl:1][C:2]1[C:10]([F:11])=[C:9]2[C:5]([C:6]([S:17][C:18]3[CH:23]=[CH:22][CH:21]=[C:20]([C:24]([O:26][CH2:27][CH3:28])=[O:25])[C:19]=3[F:29])=[C:7]([CH3:16])[N:8]2[CH2:12][C:13](O)=[O:14])=[CH:4][CH:3]=1.CCN=C=NCCCN(C)C.Cl.C1C=CC2N(O)N=NC=2C=1.[NH:52]1[C:60]2[C:55](=[CH:56][CH:57]=[CH:58][CH:59]=2)[C:54]2([CH2:62][CH2:61]2)[CH2:53]1.CN1CCOCC1. The catalyst is C(Cl)Cl.O. The product is [Cl:1][C:2]1[C:10]([F:11])=[C:9]2[C:5]([C:6]([S:17][C:18]3[C:19]([F:29])=[C:20]([CH:21]=[CH:22][CH:23]=3)[C:24]([O:26][CH2:27][CH3:28])=[O:25])=[C:7]([CH3:16])[N:8]2[CH2:12][C:13](=[O:14])[N:52]2[C:60]3[C:55](=[CH:56][CH:57]=[CH:58][CH:59]=3)[C:54]3([CH2:62][CH2:61]3)[CH2:53]2)=[CH:4][CH:3]=1. The yield is 0.560. (4) The reactants are Br[C:2]1[C:3]([CH3:12])=[N:4][C:5]([O:10][CH3:11])=[C:6]([CH2:8][CH3:9])[CH:7]=1.C(=O)([O-])[O-].[K+].[K+].[OH-].[Na+].[NH:21]1[CH:25]=[CH:24][CH:23]=[CH:22]1. The catalyst is [Cu](I)I. The product is [CH2:8]([C:6]1[C:5]([O:10][CH3:11])=[N:4][C:3]([CH3:12])=[C:2]([N:21]2[CH:25]=[CH:24][CH:23]=[CH:22]2)[CH:7]=1)[CH3:9]. The yield is 0.180. (5) The reactants are [CH3:1][NH:2][C:3]([C:5]1[N:6]([CH3:32])[C:7]([CH2:20][NH:21][S:22]([C:25]2[CH:30]=[CH:29][CH:28]=[C:27]([Cl:31])[CH:26]=2)(=[O:24])=[O:23])=[CH:8][C:9](=[O:19])[C:10]=1[O:11]CC1C=CC=CC=1)=[O:4].C1(S(C(N)C2N(C)C(C(O)=O)=C(O)C(=O)C=2)(=O)=O)C=CC=CC=1. No catalyst specified. The product is [CH3:1][NH:2][C:3]([C:5]1[N:6]([CH3:32])[C:7]([CH2:20][NH:21][S:22]([C:25]2[CH:30]=[CH:29][CH:28]=[C:27]([Cl:31])[CH:26]=2)(=[O:24])=[O:23])=[CH:8][C:9](=[O:19])[C:10]=1[OH:11])=[O:4]. The yield is 0.594. (6) The reactants are Cl[C:2]1[N:7]=[C:6]([Cl:8])[N:5]=[C:4]([O:9][CH3:10])[N:3]=1.[C:11]([O:15][C:16]([N:18]1[CH2:23][CH2:22][CH:21]([NH2:24])[CH2:20][CH2:19]1)=[O:17])([CH3:14])([CH3:13])[CH3:12].C(N(C(C)C)C(C)C)C. The catalyst is C(#N)C. The product is [C:11]([O:15][C:16]([N:18]1[CH2:23][CH2:22][CH:21]([NH:24][C:2]2[N:7]=[C:6]([Cl:8])[N:5]=[C:4]([O:9][CH3:10])[N:3]=2)[CH2:20][CH2:19]1)=[O:17])([CH3:14])([CH3:12])[CH3:13]. The yield is 0.600.